The task is: Regression. Given two drug SMILES strings and cell line genomic features, predict the synergy score measuring deviation from expected non-interaction effect.. This data is from NCI-60 drug combinations with 297,098 pairs across 59 cell lines. (1) Drug 1: CCC1(CC2CC(C3=C(CCN(C2)C1)C4=CC=CC=C4N3)(C5=C(C=C6C(=C5)C78CCN9C7C(C=CC9)(C(C(C8N6C=O)(C(=O)OC)O)OC(=O)C)CC)OC)C(=O)OC)O.OS(=O)(=O)O. Drug 2: CNC(=O)C1=NC=CC(=C1)OC2=CC=C(C=C2)NC(=O)NC3=CC(=C(C=C3)Cl)C(F)(F)F. Cell line: IGROV1. Synergy scores: CSS=-10.0, Synergy_ZIP=3.63, Synergy_Bliss=-1.34, Synergy_Loewe=-11.6, Synergy_HSA=-11.4. (2) Drug 1: CNC(=O)C1=CC=CC=C1SC2=CC3=C(C=C2)C(=NN3)C=CC4=CC=CC=N4. Drug 2: CCCCC(=O)OCC(=O)C1(CC(C2=C(C1)C(=C3C(=C2O)C(=O)C4=C(C3=O)C=CC=C4OC)O)OC5CC(C(C(O5)C)O)NC(=O)C(F)(F)F)O. Cell line: M14. Synergy scores: CSS=-4.07, Synergy_ZIP=2.07, Synergy_Bliss=-0.471, Synergy_Loewe=-3.76, Synergy_HSA=-4.44. (3) Drug 1: CC1=CC=C(C=C1)C2=CC(=NN2C3=CC=C(C=C3)S(=O)(=O)N)C(F)(F)F. Drug 2: CN(CCCl)CCCl.Cl. Cell line: SR. Synergy scores: CSS=34.3, Synergy_ZIP=-1.88, Synergy_Bliss=-3.04, Synergy_Loewe=-5.77, Synergy_HSA=-2.39.